Task: Predict which catalyst facilitates the given reaction.. Dataset: Catalyst prediction with 721,799 reactions and 888 catalyst types from USPTO (1) Reactant: [CH3:1][O:2][C:3]1[CH:30]=[CH:29][CH:28]=[CH:27][C:4]=1[CH2:5][N:6]1[CH:10]=[CH:9][N:8]=[C:7]1[C@@H:11]([NH:19]C(=O)OC(C)(C)C)[CH2:12][C:13]1[CH:18]=[CH:17][CH:16]=[CH:15][CH:14]=1.Cl. Product: [CH3:1][O:2][C:3]1[CH:30]=[CH:29][CH:28]=[CH:27][C:4]=1[CH2:5][N:6]1[CH:10]=[CH:9][N:8]=[C:7]1[C@@H:11]([NH2:19])[CH2:12][C:13]1[CH:14]=[CH:15][CH:16]=[CH:17][CH:18]=1. The catalyst class is: 2. (2) Reactant: [CH2:1]([N:4]1[C:12]2[C:7](=[C:8]([O:14][C:15]([F:18])([F:17])[F:16])[CH:9]=[CH:10][C:11]=2[F:13])[C:6]([C:19](=[O:24])C(F)(F)F)=[CH:5]1)[CH2:2][CH3:3].[OH-:25].[Na+]. Product: [CH2:1]([N:4]1[C:12]2[C:7](=[C:8]([O:14][C:15]([F:17])([F:16])[F:18])[CH:9]=[CH:10][C:11]=2[F:13])[C:6]([C:19]([OH:24])=[O:25])=[CH:5]1)[CH2:2][CH3:3]. The catalyst class is: 232. (3) Reactant: [CH3:1][O:2][CH2:3][CH2:4][CH2:5][CH2:6][N:7]1[C:11]([C:12]2[CH:17]=[CH:16][CH:15]=[CH:14][CH:13]=2)=[CH:10][CH:9]=[C:8]1[C:18]([N:20]([CH2:42][CH:43]([CH3:45])[CH3:44])[C@H:21]1[CH2:26][C@@H:25]([C:27]([N:29]2[CH2:34][CH2:33][O:32][CH2:31][CH2:30]2)=[O:28])[CH2:24][N:23](C(OC(C)(C)C)=O)[CH2:22]1)=[O:19].C(OCC)(=O)C.[ClH:52]. Product: [ClH:52].[CH3:1][O:2][CH2:3][CH2:4][CH2:5][CH2:6][N:7]1[C:11]([C:12]2[CH:17]=[CH:16][CH:15]=[CH:14][CH:13]=2)=[CH:10][CH:9]=[C:8]1[C:18]([N:20]([CH2:42][CH:43]([CH3:45])[CH3:44])[C@H:21]1[CH2:26][C@@H:25]([C:27]([N:29]2[CH2:30][CH2:31][O:32][CH2:33][CH2:34]2)=[O:28])[CH2:24][NH:23][CH2:22]1)=[O:19]. The catalyst class is: 13. (4) Reactant: Cl.C([O:4][C:5]([C:7]1[CH:8]=[C:9]2[C:14](=[CH:15][CH:16]=1)[N:13]=[C:12]([CH3:17])[N:11]([CH2:18][C:19]1[CH:24]=[CH:23][C:22]([Cl:25])=[CH:21][C:20]=1[Cl:26])[CH2:10]2)=[O:6])C.[OH-].[Na+].Cl. Product: [ClH:25].[C:5]([C:7]1[CH:8]=[C:9]2[C:14](=[CH:15][CH:16]=1)[N:13]=[C:12]([CH3:17])[N:11]([CH2:18][C:19]1[CH:24]=[CH:23][C:22]([Cl:25])=[CH:21][C:20]=1[Cl:26])[CH2:10]2)([OH:6])=[O:4]. The catalyst class is: 8. (5) Reactant: Cl[C:2]1[N:7]=[C:6]([N:8]([CH:18]2[CH2:20][CH2:19]2)[CH2:9][C:10]2[CH:15]=[CH:14][C:13]([O:16][CH3:17])=[CH:12][CH:11]=2)[C:5]2=[N:21][CH:22]=[C:23]([C:24]#[N:25])[N:4]2[N:3]=1.NC1C(Cl)=CN=C(C#N)N=1.CC1(C)C2C(=C(P(C3C=CC=CC=3)C3C=CC=CC=3)C=CC=2)OC2C(P(C3C=CC=CC=3)C3C=CC=CC=3)=CC=CC1=2.C(=O)([O-])[O-].[Cs+].[Cs+]. Product: [CH:18]1([N:8]([CH2:9][C:10]2[CH:11]=[CH:12][C:13]([O:16][CH3:17])=[CH:14][CH:15]=2)[C:6]2[C:5]3=[N:21][CH:22]=[C:23]([C:24]#[N:25])[N:4]3[N:3]=[CH:2][N:7]=2)[CH2:20][CH2:19]1. The catalyst class is: 225. (6) Reactant: [NH2:1][C:2]1[N:11]2[N:12]=[C:13]([CH2:15][C:16]([OH:18])=O)[N:14]=[C:10]2[C:9]2[CH:8]=[CH:7][CH:6]=[C:5]([O:19][CH3:20])[C:4]=2[N:3]=1.Cl.Cl.[N:23]1[CH:28]=[CH:27][CH:26]=[C:25]2[CH2:29][NH:30][CH2:31][C:24]=12.CCN(C(C)C)C(C)C.CCCP1(OP(CCC)(=O)OP(CCC)(=O)O1)=O. Product: [NH2:1][C:2]1[N:11]2[N:12]=[C:13]([CH2:15][C:16]([N:30]3[CH2:29][C:25]4[C:24](=[N:23][CH:28]=[CH:27][CH:26]=4)[CH2:31]3)=[O:18])[N:14]=[C:10]2[C:9]2[CH:8]=[CH:7][CH:6]=[C:5]([O:19][CH3:20])[C:4]=2[N:3]=1. The catalyst class is: 34. (7) Reactant: [C:1]([O:5][C:6]([N:8]1[CH2:13][CH2:12][CH:11]([O:14][C:15]2[CH:20]=[CH:19][C:18]([N+:21]([O-])=O)=[CH:17][C:16]=2[C:24]([F:27])([F:26])[F:25])[CH2:10][CH2:9]1)=[O:7])([CH3:4])([CH3:3])[CH3:2]. Product: [C:1]([O:5][C:6]([N:8]1[CH2:13][CH2:12][CH:11]([O:14][C:15]2[CH:20]=[CH:19][C:18]([NH2:21])=[CH:17][C:16]=2[C:24]([F:27])([F:25])[F:26])[CH2:10][CH2:9]1)=[O:7])([CH3:4])([CH3:2])[CH3:3]. The catalyst class is: 19.